This data is from Full USPTO retrosynthesis dataset with 1.9M reactions from patents (1976-2016). The task is: Predict the reactants needed to synthesize the given product. (1) Given the product [NH2:31][C:29]([C:26]1[C:20]([C:21]([O:23][CH2:24][CH3:25])=[O:22])=[CH:19][C:18]([N:15]2[CH2:16][CH2:17][C@H:12]([NH:11][C:9]([C:3]3[NH:4][C:5]([CH3:8])=[C:6]([Cl:7])[C:2]=3[Cl:1])=[O:10])[C@H:13]([O:41][CH3:42])[CH2:14]2)=[N:28][CH:27]=1)=[O:30], predict the reactants needed to synthesize it. The reactants are: [Cl:1][C:2]1[C:6]([Cl:7])=[C:5]([CH3:8])[NH:4][C:3]=1[C:9]([NH:11][C@H:12]1[CH2:17][CH2:16][N:15]([C:18]2[CH:19]=[C:20]([C:26]([C:29]([NH:31]C(C)(C3C=CC=CC=3)C)=[O:30])=[CH:27][N:28]=2)[C:21]([O:23][CH2:24][CH3:25])=[O:22])[CH2:14][C@H:13]1[O:41][CH3:42])=[O:10]. (2) Given the product [OH:8][C:9]1[CH:14]=[CH:13][C:12]([S:15]([N:18]2[CH2:23][CH:22]3[CH2:24][CH2:25][CH:19]2[C:20](=[O:26])[O:21]3)(=[O:17])=[O:16])=[CH:11][CH:10]=1, predict the reactants needed to synthesize it. The reactants are: C([O:8][C:9]1[CH:14]=[CH:13][C:12]([S:15]([N:18]2[CH2:23][CH:22]3[CH2:24][CH2:25][CH:19]2[C:20](=[O:26])[O:21]3)(=[O:17])=[O:16])=[CH:11][CH:10]=1)C1C=CC=CC=1.[H][H]. (3) Given the product [CH2:13]([O:6][C@H:5]1[O:7][C@@H:2]2[C@@H:1]([C:10]([O:9][C@@H:3]2[C@H:4]1[OH:8])=[O:11])[OH:12])[C:14]1[CH:19]=[CH:18][CH:17]=[CH:16][CH:15]=1, predict the reactants needed to synthesize it. The reactants are: [C@H:1]1([OH:12])[C@H:10]([OH:11])[O:9][C@@H:3]2[CH:4]([OH:8])[C:5]([O:7][C@H:2]12)=[O:6].[CH2:13](O)[C:14]1[CH:19]=[CH:18][CH:17]=[CH:16][CH:15]=1.Cl.